Dataset: Reaction yield outcomes from USPTO patents with 853,638 reactions. Task: Predict the reaction yield, written as a fraction of the theoretical maximum amount of product (1.0 means a 100% yield; for example, 0.34 means a 34% yield). (1) The reactants are F[P-](F)(F)(F)(F)F.N1(OC(N(C)C)=[N+](C)C)C2N=CC=CC=2N=N1.Cl.[OH:26][C@H:27]1[CH2:31][NH:30][C@H:29]([C:32]([O:34][CH3:35])=[O:33])[CH2:28]1.[C:36]([O:40][C:41]([NH:43][CH:44]([C@H:48]([CH2:55][O:56][CH3:57])[CH2:49][CH2:50][CH2:51][CH2:52][CH:53]=[CH2:54])[C:45](O)=[O:46])=[O:42])([CH3:39])([CH3:38])[CH3:37].CCN(C(C)C)C(C)C. The catalyst is C(Cl)Cl. The product is [C:36]([O:40][C:41]([NH:43][C@@H:44]([C@H:48]([CH2:55][O:56][CH3:57])[CH2:49][CH2:50][CH2:51][CH2:52][CH:53]=[CH2:54])[C:45]([N:30]1[CH2:31][C@H:27]([OH:26])[CH2:28][C@H:29]1[C:32]([O:34][CH3:35])=[O:33])=[O:46])=[O:42])([CH3:39])([CH3:38])[CH3:37]. The yield is 0.110. (2) The reactants are [CH2:1]([NH:4][C:5]([C:7]1([C:10](OCC)=[O:11])[CH2:9][CH2:8]1)=[O:6])[CH2:2][CH3:3].[BH4-].[Na+]. The catalyst is CCO. The product is [OH:11][CH2:10][C:7]1([C:5]([NH:4][CH2:1][CH2:2][CH3:3])=[O:6])[CH2:8][CH2:9]1. The yield is 0.880. (3) The reactants are [OH:1][C:2]1[CH:11]=[C:10]2[C:5]([C:6]([O:12][C:13]3[CH:14]=[C:15]4[C:19](=[CH:20][CH:21]=3)[NH:18][C:17]([CH3:22])=[CH:16]4)=[N:7][CH:8]=[N:9]2)=[CH:4][C:3]=1[O:23][CH3:24].O[CH2:26][CH2:27][O:28][C:29]1[CH:34]=[CH:33][N:32]=[CH:31][CH:30]=1.C1(P(C2C=CC=CC=2)C2C=CC=CC=2)C=CC=CC=1.N(C(OC(C)C)=O)=NC(OC(C)C)=O. The catalyst is C(Cl)Cl. The product is [CH3:24][O:23][C:3]1[CH:4]=[C:5]2[C:10](=[CH:11][C:2]=1[O:1][CH2:26][CH2:27][O:28][C:29]1[CH:34]=[CH:33][N:32]=[CH:31][CH:30]=1)[N:9]=[CH:8][N:7]=[C:6]2[O:12][C:13]1[CH:14]=[C:15]2[C:19](=[CH:20][CH:21]=1)[NH:18][C:17]([CH3:22])=[CH:16]2. The yield is 0.540.